Dataset: Forward reaction prediction with 1.9M reactions from USPTO patents (1976-2016). Task: Predict the product of the given reaction. (1) Given the reactants Br[C:2]1[CH:3]=[C:4]2[C:9](=[CH:10][CH:11]=1)[N:8]=[C:7]([NH:12][CH2:13][CH2:14][N:15]1[CH2:20][CH2:19][O:18][CH2:17][CH2:16]1)[N:6]=[CH:5]2.[CH3:21][C:22]1[CH:27]=[CH:26][CH:25]=[C:24]([CH3:28])[C:23]=1B(O)O.C([O-])([O-])=O.[K+].[K+].O, predict the reaction product. The product is: [CH3:21][C:22]1[CH:27]=[CH:26][CH:25]=[C:24]([CH3:28])[C:23]=1[C:2]1[CH:3]=[C:4]2[C:9](=[CH:10][CH:11]=1)[N:8]=[C:7]([NH:12][CH2:13][CH2:14][N:15]1[CH2:20][CH2:19][O:18][CH2:17][CH2:16]1)[N:6]=[CH:5]2. (2) The product is: [CH3:18][C@@H:17]1[CH2:16][CH2:15][N:14]([C:21]2([CH2:23][C:24]#[N:25])[CH2:22][O:19][CH2:20]2)[CH2:13][C@@H:12]1[N:2]([CH3:1])[C:3]1[C:4]2[CH:11]=[CH:10][NH:9][C:5]=2[N:6]=[CH:7][N:8]=1. Given the reactants [CH3:1][N:2]([C@@H:12]1[C@H:17]([CH3:18])[CH2:16][CH2:15][NH:14][CH2:13]1)[C:3]1[C:4]2[CH:11]=[CH:10][NH:9][C:5]=2[N:6]=[CH:7][N:8]=1.[O:19]1[CH2:22][C:21](=[CH:23][C:24]#[N:25])[CH2:20]1.N12CCCC=C1CCNCC2, predict the reaction product. (3) Given the reactants [CH3:1][O:2][C:3]([C@H:5]1[CH2:10][CH2:9][C@H:8]([CH2:11][NH:12][CH2:13][CH2:14][C:15]2[CH:20]=[CH:19][CH:18]=[CH:17][C:16]=2[NH2:21])[CH2:7][CH2:6]1)=[O:4].Cl[C:23](Cl)([O:25]C(=O)OC(Cl)(Cl)Cl)Cl, predict the reaction product. The product is: [CH3:1][O:2][C:3]([C@H:5]1[CH2:10][CH2:9][C@H:8]([CH2:11][N:12]2[CH2:13][CH2:14][C:15]3[CH:20]=[CH:19][CH:18]=[CH:17][C:16]=3[NH:21][C:23]2=[O:25])[CH2:7][CH2:6]1)=[O:4]. (4) Given the reactants F[C:2]1[C:7]([C:8]2[CH:9]=[CH:10][C:11]3[O:20][CH2:19][CH2:18][C:17]4[S:16][C:15]([C:21]5[N:22]([CH:26]([CH3:28])[CH3:27])[N:23]=[CH:24][N:25]=5)=[N:14][C:13]=4[C:12]=3[CH:29]=2)=[CH:6][C:5]([CH3:30])=[CH:4][N:3]=1.Cl.C[O:33]CCOC, predict the reaction product. The product is: [CH:26]([N:22]1[C:21]([C:15]2[S:16][C:17]3[CH2:18][CH2:19][O:20][C:11]4[CH:10]=[CH:9][C:8]([C:7]5[C:2](=[O:33])[NH:3][CH:4]=[C:5]([CH3:30])[CH:6]=5)=[CH:29][C:12]=4[C:13]=3[N:14]=2)=[N:25][CH:24]=[N:23]1)([CH3:28])[CH3:27]. (5) Given the reactants [CH2:1]([OH:3])[CH3:2].[F:4][C:5]1[CH:13]=[C:12]([F:14])[C:11]([N+:15]([O-:17])=[O:16])=[CH:10][C:6]=1[C:7](Cl)=[O:8], predict the reaction product. The product is: [CH2:1]([O:3][C:7](=[O:8])[C:6]1[CH:10]=[C:11]([N+:15]([O-:17])=[O:16])[C:12]([F:14])=[CH:13][C:5]=1[F:4])[CH3:2]. (6) Given the reactants [Mn]([O-])(=O)(=O)=[O:2].[K+].[F:7][C:8]1[CH:13]=[CH:12][C:11]([CH3:14])=[CH:10][N:9]=1.[OH2:15], predict the reaction product. The product is: [F:7][C:8]1[N:9]=[CH:10][C:11]([C:14]([OH:2])=[O:15])=[CH:12][CH:13]=1. (7) Given the reactants [F:1][C:2]1[CH:7]=[CH:6][C:5]([C:8]([C:10]([C:12]2[CH:17]=[CH:16][C:15]([F:18])=[CH:14][CH:13]=2)=O)=O)=[CH:4][CH:3]=1.C([O-])(=O)C.[NH4+:23].[CH3:24][C:25]1[C:30]([OH:31])=[C:29]([CH:32]=O)[C:28]([CH2:34][OH:35])=[CH:27][N:26]=1.Cl.[OH-].[NH4+:38], predict the reaction product. The product is: [F:1][C:2]1[CH:7]=[CH:6][C:5]([C:8]2[N:23]=[C:32]([C:29]3[C:28]([CH2:34][OH:35])=[CH:27][N:26]=[C:25]([CH3:24])[C:30]=3[OH:31])[NH:38][C:10]=2[C:12]2[CH:17]=[CH:16][C:15]([F:18])=[CH:14][CH:13]=2)=[CH:4][CH:3]=1.